Dataset: Full USPTO retrosynthesis dataset with 1.9M reactions from patents (1976-2016). Task: Predict the reactants needed to synthesize the given product. (1) Given the product [Si:26]([O:33][CH2:34][C:35]([CH3:36])=[CH:20][C:21]([O:23][CH2:24][CH3:25])=[O:22])([C:29]([CH3:30])([CH3:31])[CH3:32])([CH3:28])[CH3:27], predict the reactants needed to synthesize it. The reactants are: C([Li])CCC.CCCCCC.C(OP([CH2:20][C:21]([O:23][CH2:24][CH3:25])=[O:22])(OCC)=O)C.[Si:26]([O:33][CH2:34][C:35](=O)[CH3:36])([C:29]([CH3:32])([CH3:31])[CH3:30])([CH3:28])[CH3:27].Cl. (2) Given the product [F:1][C:2]1[CH:3]=[CH:4][C:5]([O:6][C:7]2[CH:8]=[CH:9][C:10]([S:13]([N:16]3[CH2:25][CH2:24][C:23]4[C:18](=[CH:19][CH:20]=[C:21]([O:26][CH2:43][CH2:44][N:33]5[CH2:34][CH2:35][CH2:36][CH2:37][CH2:38]5)[CH:22]=4)[CH:17]3[C:27]([O:29][CH3:30])=[O:28])(=[O:14])=[O:15])=[CH:11][CH:12]=2)=[CH:31][CH:32]=1, predict the reactants needed to synthesize it. The reactants are: [F:1][C:2]1[CH:32]=[CH:31][C:5]([O:6][C:7]2[CH:12]=[CH:11][C:10]([S:13]([N:16]3[CH2:25][CH2:24][C:23]4[C:18](=[CH:19][CH:20]=[C:21]([OH:26])[CH:22]=4)[CH:17]3[C:27]([O:29][CH3:30])=[O:28])(=[O:15])=[O:14])=[CH:9][CH:8]=2)=[CH:4][CH:3]=1.[NH:33]1[CH2:38][CH2:37][CH:36](CCO)[CH2:35][CH2:34]1.F[C:43]1C=CC(OC2C=CC(S(N3CCC4C(=CC=C(OCCCN5CCN(C)CC5)C=4)C3C(OC)=O)(=O)=O)=CC=2)=C[CH:44]=1. (3) Given the product [CH3:1][C:2]1[CH:9]=[N:8][CH:7]=[CH:6][C:3]=1[CH:4]([C:10]1[CH:15]=[CH:14][CH:13]=[CH:12][CH:11]=1)[NH2:5], predict the reactants needed to synthesize it. The reactants are: [CH3:1][C:2]1[CH:9]=[N:8][CH:7]=[CH:6][C:3]=1[C:4]#[N:5].[C:10]1([Mg]Br)[CH:15]=[CH:14][CH:13]=[CH:12][CH:11]=1.[BH4-].[Na+]. (4) Given the product [C:9]([NH:8][C:5]1[N:6]=[N:7][C:2]([CH2:56][C:55]([O:54][C:50]([CH3:53])([CH3:52])[CH3:51])=[O:58])=[CH:3][CH:4]=1)(=[O:14])[C:10]([CH3:13])([CH3:12])[CH3:11], predict the reactants needed to synthesize it. The reactants are: Br[C:2]1[N:7]=[N:6][C:5]([NH:8][C:9](=[O:14])[C:10]([CH3:13])([CH3:12])[CH3:11])=[CH:4][CH:3]=1.C1(P(C2CCCCC2)C2C=CC=CC=2C2C(C(C)C)=CC(C(C)C)=CC=2C(C)C)CCCCC1.[Cl-].[C:50]([O:54][C:55](=[O:58])[CH2:56][Zn+])([CH3:53])([CH3:52])[CH3:51].C(OCC)C. (5) Given the product [CH3:1][O:2][C:3]1[CH:8]=[CH:7][CH:6]=[CH:5][C:4]=1[C:9]1[C:17]2[C:12](=[N:13][CH:14]=[C:15]([C:36]3[CH:37]=[C:38]([CH2:42][C:43]([OH:45])=[O:44])[CH:39]=[CH:40][CH:41]=3)[CH:16]=2)[N:11]([CH2:27][O:28][CH2:29][CH2:30][Si:31]([CH3:32])([CH3:33])[CH3:34])[N:10]=1, predict the reactants needed to synthesize it. The reactants are: [CH3:1][O:2][C:3]1[CH:8]=[CH:7][CH:6]=[CH:5][C:4]=1[C:9]1[C:17]2[C:12](=[N:13][CH:14]=[C:15](B3OC(C)(C)C(C)(C)O3)[CH:16]=2)[N:11]([CH2:27][O:28][CH2:29][CH2:30][Si:31]([CH3:34])([CH3:33])[CH3:32])[N:10]=1.Br[C:36]1[CH:37]=[C:38]([CH2:42][C:43]([OH:45])=[O:44])[CH:39]=[CH:40][CH:41]=1.C1COCC1.C(=O)([O-])[O-].[Na+].[Na+]. (6) Given the product [C:37]([C:36]1[CH:35]=[C:34]([C:18]2[CH:19]=[C:20]3[C:15](=[C:16]([C:30]([NH2:32])=[O:31])[CH:17]=2)[NH:14][CH:13]=[C:12]3[CH:9]2[CH2:10][CH2:11][N:6]([S:3]([CH2:1][CH3:2])(=[O:4])=[O:5])[CH2:7][CH2:8]2)[CH:41]=[C:40]([CH:42]=[O:43])[CH:39]=1)#[N:38], predict the reactants needed to synthesize it. The reactants are: [CH2:1]([S:3]([N:6]1[CH2:11][CH2:10][CH:9]([C:12]2[C:20]3[C:15](=[C:16]([C:30]([NH2:32])=[O:31])[CH:17]=[C:18](B4OC(C)(C)C(C)(C)O4)[CH:19]=3)[NH:14][CH:13]=2)[CH2:8][CH2:7]1)(=[O:5])=[O:4])[CH3:2].Br[C:34]1[CH:35]=[C:36]([CH:39]=[C:40]([CH:42]=[O:43])[CH:41]=1)[C:37]#[N:38].C(=O)([O-])[O-].[K+].[K+].